From a dataset of Forward reaction prediction with 1.9M reactions from USPTO patents (1976-2016). Predict the product of the given reaction. (1) Given the reactants [Br:1][C:2]1[CH:7]=[CH:6][C:5]([NH:8][C:9]2[N:10]([CH3:21])[C:11](=[O:20])[C:12]([CH3:19])=[CH:13][C:14]=2[C:15]([O:17]C)=O)=[C:4]([F:22])[CH:3]=1.[CH:23]([O:25][CH2:26][CH2:27][O:28][NH2:29])=[CH2:24].C[Si]([N-][Si](C)(C)C)(C)C.[Li+], predict the reaction product. The product is: [Br:1][C:2]1[CH:7]=[CH:6][C:5]([NH:8][C:9]2[N:10]([CH3:21])[C:11](=[O:20])[C:12]([CH3:19])=[CH:13][C:14]=2[C:15]([NH:29][O:28][CH2:27][CH2:26][O:25][CH:23]=[CH2:24])=[O:17])=[C:4]([F:22])[CH:3]=1. (2) The product is: [C:1]([O:5][C:6]([N:8]1[CH2:20][C@@H:19]([CH3:21])[N:18]2[C@H:10]([CH2:11][C:12]3[C:17]2=[N:16][C:15]([CH2:22][CH2:23][CH2:24][O:25][CH3:28])=[CH:14][CH:13]=3)[CH2:9]1)=[O:7])([CH3:3])([CH3:2])[CH3:4]. Given the reactants [C:1]([O:5][C:6]([N:8]1[CH2:20][C@@H:19]([CH3:21])[N:18]2[C@H:10]([CH2:11][C:12]3[C:17]2=[N:16][C:15]([CH2:22][CH2:23][CH2:24][OH:25])=[CH:14][CH:13]=3)[CH2:9]1)=[O:7])([CH3:4])([CH3:3])[CH3:2].[H-].[Na+].[CH3:28]I.O, predict the reaction product. (3) Given the reactants Br[C:2]1[CH:3]=[C:4]([N:10]2[C:18]3[CH2:17][CH2:16][CH2:15][CH2:14][C:13]=3[C:12]([C:19]([NH2:21])=[O:20])=[N:11]2)[CH:5]=[CH:6][C:7]=1[C:8]#[N:9].[C:22]([C@:24]1([OH:31])[CH2:28][CH2:27][N:26]([CH3:29])[C:25]1=[O:30])#[CH:23], predict the reaction product. The product is: [C:8]([C:7]1[CH:6]=[CH:5][C:4]([N:10]2[C:18]3[CH2:17][CH2:16][CH2:15][CH2:14][C:13]=3[C:12]([C:19]([NH2:21])=[O:20])=[N:11]2)=[CH:3][C:2]=1[C:23]#[C:22][C@:24]1([OH:31])[CH2:28][CH2:27][N:26]([CH3:29])[C:25]1=[O:30])#[N:9].